This data is from NCI-60 drug combinations with 297,098 pairs across 59 cell lines. The task is: Regression. Given two drug SMILES strings and cell line genomic features, predict the synergy score measuring deviation from expected non-interaction effect. (1) Drug 1: C1CN1P(=S)(N2CC2)N3CC3. Drug 2: CC1CCCC2(C(O2)CC(NC(=O)CC(C(C(=O)C(C1O)C)(C)C)O)C(=CC3=CSC(=N3)C)C)C. Cell line: RXF 393. Synergy scores: CSS=25.5, Synergy_ZIP=1.67, Synergy_Bliss=-0.530, Synergy_Loewe=-27.7, Synergy_HSA=-2.81. (2) Synergy scores: CSS=-3.38, Synergy_ZIP=0.396, Synergy_Bliss=-1.60, Synergy_Loewe=-1.04, Synergy_HSA=-2.77. Cell line: OVCAR3. Drug 1: CC1=C(C=C(C=C1)C(=O)NC2=CC(=CC(=C2)C(F)(F)F)N3C=C(N=C3)C)NC4=NC=CC(=N4)C5=CN=CC=C5. Drug 2: C1CC(=O)NC(=O)C1N2C(=O)C3=CC=CC=C3C2=O.